Predict which catalyst facilitates the given reaction. From a dataset of Catalyst prediction with 721,799 reactions and 888 catalyst types from USPTO. (1) Reactant: [C:1]1([C:7]2[NH:8][C:9]3[C:14]([CH:15]=2)=[CH:13][C:12]([N+:16]([O-:18])=[O:17])=[CH:11][CH:10]=3)[CH:6]=[CH:5][CH:4]=[CH:3][CH:2]=1.C([O-])([O-])=O.[K+].[K+].Br[CH2:26][CH2:27][CH2:28][C:29]([O:31][CH2:32][CH3:33])=[O:30].O. Product: [N+:16]([C:12]1[CH:13]=[C:14]2[C:9](=[CH:10][CH:11]=1)[N:8]([CH2:26][CH2:27][CH2:28][C:29]([O:31][CH2:32][CH3:33])=[O:30])[C:7]([C:1]1[CH:2]=[CH:3][CH:4]=[CH:5][CH:6]=1)=[CH:15]2)([O-:18])=[O:17]. The catalyst class is: 23. (2) Reactant: [H-].[Na+].[C:3]([O:7][C:8](=[O:18])[CH2:9]P(OCC)(OCC)=O)([CH3:6])([CH3:5])[CH3:4].[CH2:19]([O:26][C:27]([C:29]1[S:30][C:31]([CH:34]=O)=[CH:32][CH:33]=1)=[O:28])[C:20]1[CH:25]=[CH:24][CH:23]=[CH:22][CH:21]=1. Product: [CH2:19]([O:26][C:27]([C:29]1[S:30][C:31]([CH:34]=[CH:9][C:8]([O:7][C:3]([CH3:4])([CH3:5])[CH3:6])=[O:18])=[CH:32][CH:33]=1)=[O:28])[C:20]1[CH:21]=[CH:22][CH:23]=[CH:24][CH:25]=1. The catalyst class is: 54.